Dataset: TCR-epitope binding with 47,182 pairs between 192 epitopes and 23,139 TCRs. Task: Binary Classification. Given a T-cell receptor sequence (or CDR3 region) and an epitope sequence, predict whether binding occurs between them. (1) The epitope is WICLLQFAY. The TCR CDR3 sequence is CASSQLAGGAYEQYF. Result: 1 (the TCR binds to the epitope). (2) The epitope is IPSINVHHY. The TCR CDR3 sequence is CASSADSNGELFF. Result: 1 (the TCR binds to the epitope). (3) The epitope is LPAADLDDF. The TCR CDR3 sequence is CASSLSATGSAINYGYTF. Result: 1 (the TCR binds to the epitope). (4) The epitope is FTYASALWEI. The TCR CDR3 sequence is CASSSGTANTGELFF. Result: 1 (the TCR binds to the epitope). (5) The epitope is ISDYDYYRY. The TCR CDR3 sequence is CASSIYRGSYNEQFF. Result: 0 (the TCR does not bind to the epitope). (6) The epitope is NYSGVVTTVMF. The TCR CDR3 sequence is CSVLPGLVYNEQFF. Result: 0 (the TCR does not bind to the epitope). (7) The epitope is FPRPWLHGL. The TCR CDR3 sequence is CASSVLGGRTGELFF. Result: 0 (the TCR does not bind to the epitope). (8) The epitope is ITEEVGHTDLMAAY. The TCR CDR3 sequence is CASSFTGDYGYTF. Result: 0 (the TCR does not bind to the epitope).